Task: Predict the reaction yield, written as a fraction of the theoretical maximum amount of product (1.0 means a 100% yield; for example, 0.34 means a 34% yield).. Dataset: Reaction yield outcomes from USPTO patents with 853,638 reactions (1) The reactants are [Cl:1][C:2]1[CH:3]=[C:4]([NH:8][C:9]2[N:14]=[C:13]([C:15]3[CH:20]=C[N:18]=[C:17](CO)[CH:16]=3)[CH:12]=[CH:11][N:10]=2)[CH:5]=[CH:6][CH:7]=1.[H-].[Na+].I[CH3:26].O.[C:28]([O:31][CH2:32][CH3:33])(=O)C. The catalyst is O1CCCC1. The product is [Cl:1][C:2]1[CH:3]=[C:4]([N:8]([CH3:26])[C:9]2[N:14]=[C:13]([C:15]3[CH:16]=[CH:17][N:18]=[C:33]([CH2:32][O:31][CH3:28])[CH:20]=3)[CH:12]=[CH:11][N:10]=2)[CH:5]=[CH:6][CH:7]=1. The yield is 0.440. (2) The reactants are F[C:2]1[CH:7]=[CH:6][C:5]([Cl:8])=[CH:4][C:3]=1[N+:9]([O-:11])=[O:10].[NH2:12][CH2:13][CH2:14][CH2:15][OH:16]. The catalyst is CS(C)=O.O. The product is [Cl:8][C:5]1[CH:6]=[CH:7][C:2]([NH:12][CH2:13][CH2:14][CH2:15][OH:16])=[C:3]([N+:9]([O-:11])=[O:10])[CH:4]=1. The yield is 0.910. (3) The reactants are [C-:1]#[N:2].[Na+].[C:4](=[O:7])([O-])[O-].[NH4+:8].[NH4+].[CH3:10][CH:11]([CH2:14][C:15]([F:18])([F:17])[F:16])[CH:12]=O.[OH2:19]. The catalyst is C(O)C. The product is [F:16][C:15]([F:18])([F:17])[CH2:14][CH:11]([CH:12]1[NH:8][C:1](=[O:19])[NH:2][C:4]1=[O:7])[CH3:10]. The yield is 0.590.